Dataset: Forward reaction prediction with 1.9M reactions from USPTO patents (1976-2016). Task: Predict the product of the given reaction. (1) Given the reactants [F:1][C:2]([F:7])([F:6])[C:3]([OH:5])=[O:4].[NH:8]1[C:12]2[CH:13]=[CH:14][CH:15]=[CH:16][C:11]=2[N:10]=[C:9]1[C:17]1[CH:37]=[CH:36][C:20]([C:21]([N:23]2[CH2:28][CH2:27][N:26](C(OC(C)(C)C)=O)[CH2:25][CH2:24]2)=[O:22])=[CH:19][CH:18]=1, predict the reaction product. The product is: [F:1][C:2]([F:7])([F:6])[C:3]([OH:5])=[O:4].[NH:8]1[C:12]2[CH:13]=[CH:14][CH:15]=[CH:16][C:11]=2[N:10]=[C:9]1[C:17]1[CH:37]=[CH:36][C:20]([C:21]([N:23]2[CH2:24][CH2:25][NH:26][CH2:27][CH2:28]2)=[O:22])=[CH:19][CH:18]=1. (2) Given the reactants [CH3:1][C:2]1[O:6][C:5]([C:7]([OH:9])=[O:8])=[CH:4][CH:3]=1.[C:10](=O)([O-])[O-].[K+].[K+].CI, predict the reaction product. The product is: [CH3:1][C:2]1[O:6][C:5]([C:7]([O:9][CH3:10])=[O:8])=[CH:4][CH:3]=1. (3) Given the reactants [C:1]([O:5][C:6]([N:8]1[C:12]2[CH:13]=[C:14]([NH2:17])[CH:15]=[CH:16][C:11]=2[N:10]=[CH:9]1)=[O:7])([CH3:4])([CH3:3])[CH3:2].[Br:18][C:19]1[N:20]=[C:21](Br)[C:22]2[N:23]([CH:25]=[CH:26][N:27]=2)[CH:24]=1.C([O-])([O-])=O.[K+].[K+], predict the reaction product. The product is: [C:1]([O:5][C:6]([N:8]1[C:12]2[CH:13]=[C:14]([NH:17][C:21]3[C:22]4[N:23]([CH:25]=[CH:26][N:27]=4)[CH:24]=[C:19]([Br:18])[N:20]=3)[CH:15]=[CH:16][C:11]=2[N:10]=[CH:9]1)=[O:7])([CH3:4])([CH3:2])[CH3:3]. (4) Given the reactants [CH2:1]([C:8]1[CH:9]=[N:10][C:11]([N:14]2[C@H:19]3[CH2:20][CH2:21][C@@H:15]2[CH2:16][N:17](C(OC(C)(C)C)=O)[CH2:18]3)=[N:12][CH:13]=1)[C:2]1[CH:7]=[CH:6][CH:5]=[CH:4][CH:3]=1, predict the reaction product. The product is: [CH2:1]([C:8]1[CH:9]=[N:10][C:11]([N:14]2[C@H:19]3[CH2:20][CH2:21][C@@H:15]2[CH2:16][NH:17][CH2:18]3)=[N:12][CH:13]=1)[C:2]1[CH:3]=[CH:4][CH:5]=[CH:6][CH:7]=1. (5) Given the reactants [Cl:1][C:2]1[C:11]2[CH2:10][CH2:9][CH:8]([CH2:12][OH:13])[CH2:7][C:6]=2[N:5]=[CH:4][N:3]=1.[C:14](=O)([O-])[O-].[K+].[K+].IC, predict the reaction product. The product is: [Cl:1][C:2]1[C:11]2[CH2:10][CH2:9][CH:8]([CH2:12][O:13][CH3:14])[CH2:7][C:6]=2[N:5]=[CH:4][N:3]=1. (6) Given the reactants [C:1]([O:5][C:6]([NH:8][CH2:9][CH2:10][O:11][CH2:12][CH2:13][C:14]([OH:16])=[O:15])=[O:7])([CH3:4])([CH3:3])[CH3:2].[C:17](OC=C)(=O)[CH3:18].[OH-].[K+], predict the reaction product. The product is: [CH:17]([O:15][C:14](=[O:16])[CH2:13][CH2:12][O:11][CH2:10][CH2:9][NH:8][C:6]([O:5][C:1]([CH3:4])([CH3:2])[CH3:3])=[O:7])=[CH2:18]. (7) Given the reactants Br[C:2]1[CH:3]=[N:4][C:5]([N:8]2[CH2:13][CH2:12][C:11]([CH2:19][CH3:20])([C:14]([O:16][CH2:17][CH3:18])=[O:15])[CH2:10][CH2:9]2)=[N:6][CH:7]=1.[B:21]1([B:21]2[O:25][C:24]([CH3:27])([CH3:26])[C:23]([CH3:29])([CH3:28])[O:22]2)[O:25][C:24]([CH3:27])([CH3:26])[C:23]([CH3:29])([CH3:28])[O:22]1.CC([O-])=O.[K+], predict the reaction product. The product is: [CH2:19]([C:11]1([C:14]([O:16][CH2:17][CH3:18])=[O:15])[CH2:12][CH2:13][N:8]([C:5]2[N:4]=[CH:3][C:2]([B:21]3[O:25][C:24]([CH3:27])([CH3:26])[C:23]([CH3:29])([CH3:28])[O:22]3)=[CH:7][N:6]=2)[CH2:9][CH2:10]1)[CH3:20]. (8) Given the reactants [F:1][C:2]1[CH:7]=[CH:6][C:5]([CH2:8][C:9]2[CH:10]=[C:11]([NH:20][CH2:21][CH:22]([CH3:24])[CH3:23])[C:12]([C:15]([O:17][CH2:18][CH3:19])=[O:16])=[N:13][CH:14]=2)=[CH:4][CH:3]=1.FC1C=CC(CC2C=C(NC=C(C)C)C(C(OCC)=O)=NC=2)=CC=1.Cl[C:50](=[O:57])[CH2:51][C:52]([O:54][CH2:55][CH3:56])=[O:53].C(=O)(O)[O-].[Na+], predict the reaction product. The product is: [CH2:55]([O:54][C:52](=[O:53])[CH2:51][C:50]([N:20]([CH2:21][CH:22]([CH3:23])[CH3:24])[C:11]1[C:12]([C:15]([O:17][CH2:18][CH3:19])=[O:16])=[N:13][CH:14]=[C:9]([CH2:8][C:5]2[CH:4]=[CH:3][C:2]([F:1])=[CH:7][CH:6]=2)[CH:10]=1)=[O:57])[CH3:56].